The task is: Predict the reactants needed to synthesize the given product.. This data is from Retrosynthesis with 50K atom-mapped reactions and 10 reaction types from USPTO. (1) Given the product CC(C)N(C=Nc1ncc(C#Cc2ccc(Cl)cc2)c(Cl)n1)C(C)C, predict the reactants needed to synthesize it. The reactants are: C#Cc1ccc(Cl)cc1.CC(C)N(C=Nc1ncc(I)c(Cl)n1)C(C)C. (2) Given the product O=C1CCC(N2C(=O)c3cccc(CNC(=O)Nc4ccccc4)c3C2=O)C(=O)N1, predict the reactants needed to synthesize it. The reactants are: NCc1cccc2c1C(=O)N(C1CCC(=O)NC1=O)C2=O.O=C=Nc1ccccc1.